Dataset: Forward reaction prediction with 1.9M reactions from USPTO patents (1976-2016). Task: Predict the product of the given reaction. (1) Given the reactants [CH2:1]([O:3][CH:4]1[CH2:9][CH2:8][CH:7]([C:10]2[CH:15]=[CH:14][C:13]([C:16]3[CH2:21][CH2:20][CH:19]([CH:22]4[CH2:31][CH2:30][C:25]5([O:29][CH2:28][CH2:27][O:26]5)[CH2:24][CH2:23]4)[CH2:18][CH:17]=3)=[C:12]([F:32])[CH:11]=2)[CH2:6][CH2:5]1)[CH3:2].C(=O)([O-])[O-].[K+].[K+].[H][H], predict the reaction product. The product is: [CH2:1]([O:3][CH:4]1[CH2:5][CH2:6][CH:7]([C:10]2[CH:15]=[CH:14][C:13]([CH:16]3[CH2:17][CH2:18][CH:19]([CH:22]4[CH2:31][CH2:30][C:25]5([O:26][CH2:27][CH2:28][O:29]5)[CH2:24][CH2:23]4)[CH2:20][CH2:21]3)=[C:12]([F:32])[CH:11]=2)[CH2:8][CH2:9]1)[CH3:2]. (2) Given the reactants Br[C:2]1[C:13]([F:14])=[CH:12][C:5]2[O:6][C:7]([CH3:11])([CH3:10])[CH2:8][NH:9][C:4]=2[CH:3]=1.[B:15]1([B:15]2[O:19][C:18]([CH3:21])([CH3:20])[C:17]([CH3:23])([CH3:22])[O:16]2)[O:19][C:18]([CH3:21])([CH3:20])[C:17]([CH3:23])([CH3:22])[O:16]1.C([O-])(=O)C.[K+], predict the reaction product. The product is: [F:14][C:13]1[C:2]([B:15]2[O:19][C:18]([CH3:21])([CH3:20])[C:17]([CH3:23])([CH3:22])[O:16]2)=[CH:3][C:4]2[NH:9][CH2:8][C:7]([CH3:11])([CH3:10])[O:6][C:5]=2[CH:12]=1. (3) The product is: [C:2](=[O:3])([O-:5])[O-:4].[Ca+2:6].[C:2](=[O:3])([O-:5])[O-:4].[Mg+2:7]. Given the reactants [Na].[C:2](=[O:5])([O-:4])[O-:3].[Ca:6].[Mg:7], predict the reaction product. (4) Given the reactants [C:1]([C:3]1[CH:4]=[C:5]([OH:11])[CH:6]=[C:7]([O:9][CH3:10])[CH:8]=1)#[N:2].C(=O)([O-])[O-].[K+].[K+].Br[CH:19]([CH2:29][O:30][CH3:31])[C:20]([NH:22][C:23]([CH3:28])([CH3:27])[C:24]#[C:25][CH3:26])=[O:21].O, predict the reaction product. The product is: [C:1]([C:3]1[CH:4]=[C:5]([CH:6]=[C:7]([O:9][CH3:10])[CH:8]=1)[O:11][CH:19]([CH2:29][O:30][CH3:31])[C:20]([NH:22][C:23]([CH3:28])([C:24]#[C:25][CH3:26])[CH3:27])=[O:21])#[N:2]. (5) Given the reactants [OH-].[Na+].CO.[C:5]([NH:13][C:14]1[CH:23]=[C:22]([O:24][CH2:25][C:26]2[CH:31]=[CH:30][CH:29]=[CH:28][CH:27]=2)[CH:21]=[CH:20][C:15]=1[C:16]([O:18]C)=[O:17])(=[O:12])[C:6]1[CH:11]=[CH:10][CH:9]=[CH:8][CH:7]=1, predict the reaction product. The product is: [C:5]([NH:13][C:14]1[CH:23]=[C:22]([O:24][CH2:25][C:26]2[CH:31]=[CH:30][CH:29]=[CH:28][CH:27]=2)[CH:21]=[CH:20][C:15]=1[C:16]([OH:18])=[O:17])(=[O:12])[C:6]1[CH:7]=[CH:8][CH:9]=[CH:10][CH:11]=1. (6) Given the reactants [CH3:1][O:2][C:3](=[O:17])[C:4]1[CH:9]=[C:8]([N+:10]([O-:12])=[O:11])[C:7](Cl)=[C:6]([N+:14]([O-:16])=[O:15])[CH:5]=1.[F:18][C:19]1[C:24](C2C([N+]([O-])=O)=CC(C#N)=CC=2[N+]([O-])=O)=[CH:23][C:22]([CH3:39])=[CH:21][N:20]=1, predict the reaction product. The product is: [CH3:1][O:2][C:3](=[O:17])[C:4]1[CH:9]=[C:8]([N+:10]([O-:12])=[O:11])[C:7]([C:24]2[C:19]([F:18])=[N:20][CH:21]=[C:22]([CH3:39])[CH:23]=2)=[C:6]([N+:14]([O-:16])=[O:15])[CH:5]=1. (7) Given the reactants [C:1](Cl)(Cl)=[S:2].[F:5][C:6]([F:18])([F:17])[C:7]1[N:11]2[N:12]=[C:13]([NH2:16])[CH:14]=[CH:15][C:10]2=[N:9][N:8]=1, predict the reaction product. The product is: [N:16]([C:13]1[CH:14]=[CH:15][C:10]2[N:11]([C:7]([C:6]([F:18])([F:17])[F:5])=[N:8][N:9]=2)[N:12]=1)=[C:1]=[S:2]. (8) Given the reactants [SH:1][C:2]1[S:3][C:4]2[CH:10]=[CH:9][CH:8]=[CH:7][C:5]=2[N:6]=1.[OH-:11].[Na+].CC(C)=[O:15].Cl[CH2:18][C:19]1[C:20]([C:34]2[CH:39]=[CH:38][C:37]([F:40])=[CH:36][CH:35]=2)=[N:21][C:22]([N:28]([CH3:33])[S:29]([CH3:32])(=[O:31])=[O:30])=[N:23][C:24]=1[CH:25]([CH3:27])[CH3:26], predict the reaction product. The product is: [S:3]1[C:4]2[CH:10]=[CH:9][CH:8]=[CH:7][C:5]=2[N:6]=[C:2]1[S:1]([CH2:18][C:19]1[C:20]([C:34]2[CH:39]=[CH:38][C:37]([F:40])=[CH:36][CH:35]=2)=[N:21][C:22]([N:28]([CH3:33])[S:29]([CH3:32])(=[O:31])=[O:30])=[N:23][C:24]=1[CH:25]([CH3:27])[CH3:26])(=[O:15])=[O:11].